This data is from Full USPTO retrosynthesis dataset with 1.9M reactions from patents (1976-2016). The task is: Predict the reactants needed to synthesize the given product. (1) Given the product [CH3:26][C:7]([S:6][C@@H:3]1[CH2:4][O:5][C@@H:36](/[CH:35]=[CH:34]/[C:33]2[CH:38]=[CH:39][C:30]([C:29]([F:28])([F:40])[F:41])=[CH:31][CH:32]=2)[O:1][CH2:2]1)([CH3:27])[C:8]([C:16]1[CH:17]=[CH:18][C:19]([C:22]([F:24])([F:23])[F:25])=[CH:20][CH:21]=1)([OH:15])[CH2:9][N:10]1[CH:14]=[N:13][CH:12]=[N:11]1, predict the reactants needed to synthesize it. The reactants are: [OH:1][CH2:2][CH:3]([S:6][C:7]([CH3:27])([CH3:26])[C:8]([C:16]1[CH:21]=[CH:20][C:19]([C:22]([F:25])([F:24])[F:23])=[CH:18][CH:17]=1)([OH:15])[CH2:9][N:10]1[CH:14]=[N:13][CH:12]=[N:11]1)[CH2:4][OH:5].[F:28][C:29]([F:41])([F:40])[C:30]1[CH:39]=[CH:38][C:33](/[CH:34]=[CH:35]/[CH:36]=O)=[CH:32][CH:31]=1. (2) Given the product [C:19]([NH:23][C:16](=[O:17])[CH2:6][N:8]1[CH2:9][CH2:10][NH:11][CH2:12][CH2:13]1)([CH3:22])([CH3:21])[CH3:20], predict the reactants needed to synthesize it. The reactants are: C(O[C:6]([N:8]1[CH2:13][CH2:12][NH:11][CH2:10][CH2:9]1)=O)(C)(C)C.ClC[C:16](Cl)=[O:17].[C:19]([NH2:23])([CH3:22])([CH3:21])[CH3:20]. (3) Given the product [NH2:7][CH2:8][C:9]1[CH:14]=[C:13]([CH:12]=[C:11]([Cl:23])[C:10]=1[F:24])[CH2:15][NH:16][CH2:18][CH2:19][N:20]([CH3:22])[CH3:21], predict the reactants needed to synthesize it. The reactants are: C(OC(=O)[NH:7][CH2:8][C:9]1[CH:14]=[C:13]([CH2:15][N:16]([CH2:18][CH2:19][N:20]([CH3:22])[CH3:21])C)[CH:12]=[C:11]([Cl:23])[C:10]=1[F:24])(C)(C)C.Cl.